Dataset: Reaction yield outcomes from USPTO patents with 853,638 reactions. Task: Predict the reaction yield, written as a fraction of the theoretical maximum amount of product (1.0 means a 100% yield; for example, 0.34 means a 34% yield). (1) The reactants are O=P(Cl)(Cl)[Cl:3].[N+:6]1([O-])[C:15]2[C:10](=[N:11][CH:12]=[CH:13][CH:14]=2)[CH:9]=[CH:8][CH:7]=1. No catalyst specified. The product is [Cl:3][C:9]1[C:10]2[C:15](=[CH:14][CH:13]=[CH:12][N:11]=2)[N:6]=[CH:7][CH:8]=1. The yield is 0.360. (2) The reactants are [Cl:1][C:2]1[C:3]([O:12][C:13]2[CH:18]=[C:17]([O:19][CH2:20][CH2:21][O:22][CH3:23])[CH:16]=[CH:15][C:14]=2/[CH:24]=[CH:25]/[C:26]([OH:28])=O)=[N:4][CH:5]=[C:6]([C:8]([F:11])([F:10])[F:9])[CH:7]=1.Cl.C(N=C=NCCCN(C)C)C.[Cl:41][C:42]1[CH:47]=[CH:46][CH:45]=[CH:44][C:43]=1[S:48]([NH2:51])(=[O:50])=[O:49].Cl. The catalyst is C(#N)C.CN(C)C1C=CN=CC=1.C(OCC)(=O)C. The product is [Cl:41][C:42]1[CH:47]=[CH:46][CH:45]=[CH:44][C:43]=1[S:48]([NH:51][C:26](=[O:28])/[CH:25]=[CH:24]/[C:14]1[CH:15]=[CH:16][C:17]([O:19][CH2:20][CH2:21][O:22][CH3:23])=[CH:18][C:13]=1[O:12][C:3]1[C:2]([Cl:1])=[CH:7][C:6]([C:8]([F:11])([F:10])[F:9])=[CH:5][N:4]=1)(=[O:50])=[O:49]. The yield is 0.700. (3) The reactants are CS(C)=O.[F:5][C:6]1[CH:11]=[CH:10][C:9]([C:12]2[C:16]([C:17]3[CH:22]=[CH:21][N:20]=[C:19]([NH:23][CH2:24][C:25]([F:28])([F:27])[F:26])[CH:18]=3)=[CH:15][N:14]([C:29]3[CH:34]=[CH:33][C:32](=[O:35])[NH:31][N:30]=3)[N:13]=2)=[CH:8][CH:7]=1.[S:36](=[O:40])(=[O:39])([OH:38])[OH:37]. The catalyst is C(OCC)(=O)C. The product is [S:36]([OH:40])([OH:39])(=[O:38])=[O:37].[F:5][C:6]1[CH:7]=[CH:8][C:9]([C:12]2[C:16]([C:17]3[CH:22]=[CH:21][N:20]=[C:19]([NH:23][CH2:24][C:25]([F:27])([F:26])[F:28])[CH:18]=3)=[CH:15][N:14]([C:29]3[CH:34]=[CH:33][C:32](=[O:35])[NH:31][N:30]=3)[N:13]=2)=[CH:10][CH:11]=1. The yield is 0.880. (4) The reactants are [Br:1][C:2]1[CH:3]=[C:4]2[NH:11][C:10](=[O:12])[NH:9][C:5]2=[N:6][C:7]=1[CH3:8].[C:13](=O)([O:17]C1C=CC=CN=1)[O:14][CH2:15][CH3:16].C(=O)([O-])[O-].[K+].[K+]. The catalyst is C(#N)C. The product is [Br:1][C:2]1[CH:3]=[C:4]2[N:11]([C:13]([O:14][CH2:15][CH3:16])=[O:17])[C:10](=[O:12])[NH:9][C:5]2=[N:6][C:7]=1[CH3:8]. The yield is 0.820.